This data is from Full USPTO retrosynthesis dataset with 1.9M reactions from patents (1976-2016). The task is: Predict the reactants needed to synthesize the given product. Given the product [N+:20]([C:23]1[CH:24]=[CH:25][C:26]([CH2:29][CH2:30][NH:31][C:17]([C:15]2[CH:16]=[C:11]([C:5]3[CH:4]=[C:3]([CH2:1][CH3:2])[C:8](=[O:9])[NH:7][C:6]=3[CH3:10])[CH:12]=[N:13][CH:14]=2)=[O:19])=[CH:27][CH:28]=1)([O-:22])=[O:21], predict the reactants needed to synthesize it. The reactants are: [CH2:1]([C:3]1[C:8](=[O:9])[NH:7][C:6]([CH3:10])=[C:5]([C:11]2[CH:12]=[N:13][CH:14]=[C:15]([C:17]([OH:19])=O)[CH:16]=2)[CH:4]=1)[CH3:2].[N+:20]([C:23]1[CH:28]=[CH:27][C:26]([CH2:29][CH2:30][NH2:31])=[CH:25][CH:24]=1)([O-:22])=[O:21].